From a dataset of Full USPTO retrosynthesis dataset with 1.9M reactions from patents (1976-2016). Predict the reactants needed to synthesize the given product. The reactants are: C[C@@H]1CC2C(=CC=C([C@@H:12]3[CH2:17][N:16]4[CH2:18][CH2:19][NH:20][CH2:21][C@H:15]4[CH2:14][N:13]3[C:22]([O:24][C:25]([CH3:28])([CH3:27])[CH3:26])=[O:23])C=2)C(=O)O1.Br[C:31]1[CH:32]=[CH:33][C:34]([F:39])=[C:35]([CH:38]=1)[C:36]#[N:37]. Given the product [C:36]([C:35]1[CH:38]=[C:31]([C@@H:12]2[CH2:17][N:16]3[CH2:18][CH2:19][NH:20][CH2:21][C@H:15]3[CH2:14][N:13]2[C:22]([O:24][C:25]([CH3:28])([CH3:27])[CH3:26])=[O:23])[CH:32]=[CH:33][C:34]=1[F:39])#[N:37], predict the reactants needed to synthesize it.